This data is from Forward reaction prediction with 1.9M reactions from USPTO patents (1976-2016). The task is: Predict the product of the given reaction. (1) Given the reactants [F:1][CH2:2][CH2:3][CH2:4]O.CC(OI1(OC(C)=O)(OC(C)=O)OC(=O)C2C=CC=CC1=2)=O.[N:28]1[C:29]2[N:30]([C:41]3[CH:47]=[CH:46][CH:45]=[CH:44][C:42]=3[N:43]=2)[CH:31]=[CH:32][C:33]=1[C:34]1[CH:40]=[CH:39][C:37]([NH2:38])=[CH:36][CH:35]=1.[BH-](OC(C)=O)(OC(C)=O)OC(C)=O.[Na+], predict the reaction product. The product is: [N:28]1[C:29]2[N:30]([C:41]3[CH:47]=[CH:46][CH:45]=[CH:44][C:42]=3[N:43]=2)[CH:31]=[CH:32][C:33]=1[C:34]1[CH:35]=[CH:36][C:37]([NH:38][CH2:4][CH2:3][CH2:2][F:1])=[CH:39][CH:40]=1. (2) The product is: [C:45]([OH:52])(=[O:51])/[CH:46]=[CH:47]\[C:48]([OH:50])=[O:49].[C:45]([OH:52])(=[O:51])/[CH:46]=[CH:47]\[C:48]([OH:50])=[O:49].[C:45]([OH:52])(=[O:51])/[CH:46]=[CH:47]\[C:48]([OH:50])=[O:49].[NH2:1][C:2]1[N:7]=[CH:6][N:5]=[C:4]2[N:8]([C@H:32]3[CH2:37][CH2:36][C@H:35]([N:38]4[CH2:39][CH2:40][N:41]([CH3:44])[CH2:42][CH2:43]4)[CH2:34][CH2:33]3)[N:9]=[C:10]([C:11]3[CH:16]=[CH:15][C:14]([NH:17][C:18](=[O:29])[C:19]([CH3:27])([CH3:28])[CH2:20][C:21]4[CH:22]=[CH:23][CH:24]=[CH:25][CH:26]=4)=[C:13]([O:30][CH3:31])[CH:12]=3)[C:3]=12. Given the reactants [NH2:1][C:2]1[N:7]=[CH:6][N:5]=[C:4]2[N:8]([C@H:32]3[CH2:37][CH2:36][C@H:35]([N:38]4[CH2:43][CH2:42][N:41]([CH3:44])[CH2:40][CH2:39]4)[CH2:34][CH2:33]3)[N:9]=[C:10]([C:11]3[CH:16]=[CH:15][C:14]([NH:17][C:18](=[O:29])[C:19]([CH3:28])([CH3:27])[CH2:20][C:21]4[CH:26]=[CH:25][CH:24]=[CH:23][CH:22]=4)=[C:13]([O:30][CH3:31])[CH:12]=3)[C:3]=12.[C:45]([OH:52])(=[O:51])/[CH:46]=[CH:47]\[C:48]([OH:50])=[O:49], predict the reaction product. (3) Given the reactants CS(C1C=CC(C2N=C(N)C=NC=2)=CC=1)(=O)=O.[CH3:18][S:19]([C:22]1[CH:27]=[CH:26][C:25]([C:28]2[N:33]3[N:34]=[C:35]([NH2:37])[N:36]=[C:32]3[CH:31]=[N:30][CH:29]=2)=[CH:24][CH:23]=1)(=[O:21])=[O:20].Br[C:39]1[CH:40]=[C:41]([N:45]2[CH2:50][CH2:49][N:48]([CH3:51])[CH2:47][CH2:46]2)[CH:42]=[CH:43][CH:44]=1, predict the reaction product. The product is: [CH3:18][S:19]([C:22]1[CH:23]=[CH:24][C:25]([C:28]2[N:33]3[N:34]=[C:35]([NH2:37])[N:36]=[C:32]3[CH:31]=[N:30][CH:29]=2)=[CH:26][CH:27]=1)(=[O:20])=[O:21].[CH3:18][S:19]([C:22]1[CH:23]=[CH:24][C:25]([C:28]2[N:33]3[N:34]=[C:35]([NH:37][C:39]4[CH:44]=[CH:43][CH:42]=[C:41]([N:45]5[CH2:50][CH2:49][N:48]([CH3:51])[CH2:47][CH2:46]5)[CH:40]=4)[N:36]=[C:32]3[CH:31]=[N:30][CH:29]=2)=[CH:26][CH:27]=1)(=[O:20])=[O:21]. (4) Given the reactants [N:1]1[CH:6]=[CH:5][C:4](B(O)O)=[CH:3][CH:2]=1.C([O-])([O-])=O.[Na+].[Na+].C1C=CC(P(C2C=CC=CC=2)C2C=CC=CC=2)=CC=1.Br[C:36]1[CH:37]=[C:38]([CH:41]=[CH:42][CH:43]=1)[CH:39]=[O:40], predict the reaction product. The product is: [N:1]1[CH:6]=[CH:5][C:4]([C:36]2[CH:37]=[C:38]([CH:41]=[CH:42][CH:43]=2)[CH:39]=[O:40])=[CH:3][CH:2]=1.